This data is from Reaction yield outcomes from USPTO patents with 853,638 reactions. The task is: Predict the reaction yield, written as a fraction of the theoretical maximum amount of product (1.0 means a 100% yield; for example, 0.34 means a 34% yield). (1) The reactants are [N:1]1([C:7]2[S:8][C:9]3[C:15]([N+:16]([O-])=O)=[CH:14][CH:13]=[CH:12][C:10]=3[N:11]=2)[CH2:6][CH2:5][O:4][CH2:3][CH2:2]1. The catalyst is O1CCCC1.[Ni]. The product is [N:1]1([C:7]2[S:8][C:9]3[C:15]([NH2:16])=[CH:14][CH:13]=[CH:12][C:10]=3[N:11]=2)[CH2:2][CH2:3][O:4][CH2:5][CH2:6]1. The yield is 0.330. (2) The reactants are O[C:2]([C@H:5]1[CH2:9][O:8][C:7]([CH3:11])([CH3:10])[N:6]1[C:12]([O:14][C:15]([CH3:18])([CH3:17])[CH3:16])=[O:13])([CH3:4])[CH3:3].C(N(S(F)(F)[F:25])CC)C. The catalyst is C(Cl)Cl. The product is [F:25][C:2]([C@H:5]1[CH2:9][O:8][C:7]([CH3:11])([CH3:10])[N:6]1[C:12]([O:14][C:15]([CH3:18])([CH3:17])[CH3:16])=[O:13])([CH3:4])[CH3:3]. The yield is 0.0700.